From a dataset of hERG Central: cardiac toxicity at 1µM, 10µM, and general inhibition. Predict hERG channel inhibition at various concentrations. (1) The drug is CC(C)C(NC(=O)C1CCCCC1)C(=O)N1CCN(c2ccc(F)cc2)CC1. Results: hERG_inhib (hERG inhibition (general)): blocker. (2) The molecule is CCOC(=O)C1(CCOc2ccccc2)CCN(Cc2ccc(O)cc2)CC1. Results: hERG_inhib (hERG inhibition (general)): blocker. (3) The molecule is CCOC(=O)C1(CCOc2ccccc2)CCN(Cc2cccn2-c2ncccn2)CC1. Results: hERG_inhib (hERG inhibition (general)): blocker. (4) The molecule is CCN(CC(=O)NCc1cccs1)C(=O)c1ccc(-c2ccccc2F)o1. Results: hERG_inhib (hERG inhibition (general)): blocker.